This data is from Catalyst prediction with 721,799 reactions and 888 catalyst types from USPTO. The task is: Predict which catalyst facilitates the given reaction. (1) Reactant: [NH2:1][C:2](=[S:8])[C:3]([O:5][CH2:6][CH3:7])=[O:4].Br[CH:10]([CH3:21])[C:11](=O)[CH2:12][C:13]1[CH:18]=[CH:17][CH:16]=[C:15]([Br:19])[CH:14]=1. Product: [Br:19][C:15]1[CH:14]=[C:13]([CH:18]=[CH:17][CH:16]=1)[CH2:12][C:11]1[N:1]=[C:2]([C:3]([O:5][CH2:6][CH3:7])=[O:4])[S:8][C:10]=1[CH3:21]. The catalyst class is: 31. (2) Reactant: [CH3:1][N:2]1[C:10]2[CH2:9][CH2:8][N:7](C(OC(C)(C)C)=O)[CH2:6][C:5]=2[C:4]([CH3:18])=[N:3]1.[ClH:19]. Product: [ClH:19].[CH3:1][N:2]1[C:10]2[CH2:9][CH2:8][NH:7][CH2:6][C:5]=2[C:4]([CH3:18])=[N:3]1. The catalyst class is: 191. (3) Reactant: [CH2:1]([O:3][C:4]([C@@:6]1([NH:11]C(OC(C)(C)C)=O)[CH2:8][C@H:7]1[CH:9]=[CH2:10])=[O:5])[CH3:2].S(=O)(=O)(O)O.CN(C=O)C. Product: [CH2:1]([O:3][C:4]([C@@:6]1([NH2:11])[CH2:8][C@H:7]1[CH:9]=[CH2:10])=[O:5])[CH3:2]. The catalyst class is: 25. (4) Reactant: C(Cl)Cl.[C:4]([O:8][C:9]([N:11]([CH2:34][C:35]([O:37][C:38]([CH3:41])([CH3:40])[CH3:39])=[O:36])[C:12]1[CH:17]=[CH:16][CH:15]=[C:14]([CH2:18][NH:19][CH2:20][C:21]2[CH:26]=[CH:25][C:24]([C:27]([CH3:33])([CH3:32])[CH2:28][CH2:29][CH2:30][CH3:31])=[CH:23][CH:22]=2)[N:13]=1)=[O:10])([CH3:7])([CH3:6])[CH3:5].[F:42][C:43]1[CH:48]=[CH:47][CH:46]=[CH:45][C:44]=1[S:49](Cl)(=[O:51])=[O:50].C(N(CC)CC)C. Product: [C:4]([O:8][C:9]([N:11]([CH2:34][C:35]([O:37][C:38]([CH3:40])([CH3:39])[CH3:41])=[O:36])[C:12]1[CH:17]=[CH:16][CH:15]=[C:14]([CH:18]([S:49]([C:44]2[CH:45]=[CH:46][CH:47]=[CH:48][C:43]=2[F:42])(=[O:51])=[O:50])[NH:19][CH2:20][C:21]2[CH:26]=[CH:25][C:24]([C:27]([CH3:33])([CH3:32])[CH2:28][CH2:29][CH2:30][CH3:31])=[CH:23][CH:22]=2)[N:13]=1)=[O:10])([CH3:7])([CH3:5])[CH3:6]. The catalyst class is: 6. (5) Reactant: [OH:1][CH2:2][C:3]([NH:6][C:7]([C:9]1[C:10]2[CH2:11][C@H:12]3[CH2:24][C@H:13]3[C:14]=2[N:15]([C:17]2[CH:22]=[N:21][CH:20]=[C:19](Cl)[N:18]=2)[N:16]=1)=[O:8])([CH3:5])[CH3:4].[CH3:25][NH:26][CH3:27]. Product: [OH:1][CH2:2][C:3]([NH:6][C:7]([C:9]1[C:10]2[CH2:11][C@H:12]3[CH2:24][C@H:13]3[C:14]=2[N:15]([C:17]2[CH:22]=[N:21][CH:20]=[C:19]([N:26]([CH3:27])[CH3:25])[N:18]=2)[N:16]=1)=[O:8])([CH3:5])[CH3:4]. The catalyst class is: 1. (6) Reactant: [Si:1]([O:18][C:19]1[CH:24]=[CH:23][C:22]([C:25](=[O:27])[CH3:26])=[CH:21][CH:20]=1)([C:14]([CH3:17])([CH3:16])[CH3:15])([C:8]1[CH:13]=[CH:12][CH:11]=[CH:10][CH:9]=1)[C:2]1[CH:7]=[CH:6][CH:5]=[CH:4][CH:3]=1.[BH4-].[Na+].O. Product: [Si:1]([O:18][C:19]1[CH:24]=[CH:23][C:22]([CH:25]([OH:27])[CH3:26])=[CH:21][CH:20]=1)([C:14]([CH3:16])([CH3:17])[CH3:15])([C:8]1[CH:13]=[CH:12][CH:11]=[CH:10][CH:9]=1)[C:2]1[CH:3]=[CH:4][CH:5]=[CH:6][CH:7]=1. The catalyst class is: 111. (7) Reactant: F[C:2]1[CH:9]=[CH:8][CH:7]=[C:6]([F:10])[C:3]=1[C:4]#[N:5].[NH:11]1[CH:15]=[CH:14][CH:13]=[N:12]1.C(=O)([O-])[O-].[Cs+].[Cs+].O. Product: [F:10][C:6]1[CH:7]=[CH:8][CH:9]=[C:2]([N:11]2[CH:15]=[CH:14][CH:13]=[N:12]2)[C:3]=1[C:4]#[N:5]. The catalyst class is: 16. (8) Reactant: F[C:2]1[CH:10]=[CH:9][C:8]([N:11]2[CH2:15][CH2:14][N:13]([C:16]3[CH:17]=[N:18][CH:19]=[CH:20][C:21]=3[CH3:22])[C:12]2=[O:23])=[CH:7][C:3]=1[CH:4]=[N:5][OH:6].[H-].[Na+].CO.C(Cl)Cl. Product: [O:6]1[C:2]2[CH:10]=[CH:9][C:8]([N:11]3[CH2:15][CH2:14][N:13]([C:16]4[CH:17]=[N:18][CH:19]=[CH:20][C:21]=4[CH3:22])[C:12]3=[O:23])=[CH:7][C:3]=2[CH:4]=[N:5]1. The catalyst class is: 479.